Dataset: Forward reaction prediction with 1.9M reactions from USPTO patents (1976-2016). Task: Predict the product of the given reaction. (1) Given the reactants [NH2:1][C:2]1[CH:7]=[CH:6][C:5]([I:8])=[CH:4][N:3]=1.[C:9]([O:13][C:14]([NH:16][CH2:17][CH2:18][C:19](O)=[O:20])=[O:15])([CH3:12])([CH3:11])[CH3:10].CC1C=CC(S([O-])(=O)=O)=CC=1.C[N+]1(CCN=C=NC2CCCCC2)CCOCC1, predict the reaction product. The product is: [I:8][C:5]1[CH:6]=[CH:7][C:2]([NH:1][C:19](=[O:20])[CH2:18][CH2:17][NH:16][C:14](=[O:15])[O:13][C:9]([CH3:10])([CH3:11])[CH3:12])=[N:3][CH:4]=1. (2) Given the reactants [F:1][C:2]([F:26])([F:25])[C@H:3]([N:12]1[CH2:16][CH2:15][C@H:14]([NH:17][C:18](=[O:24])[O:19][C:20]([CH3:23])([CH3:22])[CH3:21])[CH2:13]1)[C:4]1[CH:5]=[N:6][C:7]([NH:10][NH2:11])=[CH:8][CH:9]=1.[CH2:27]([O:29][C:30]1[CH:39]=[C:38]2[C:33]([CH:34]=[CH:35][C:36]([CH:40]=O)=[N:37]2)=[CH:32][C:31]=1[F:42])[CH3:28], predict the reaction product. The product is: [CH2:27]([O:29][C:30]1[CH:39]=[C:38]2[C:33]([CH:34]=[CH:35][C:36](/[CH:40]=[N:11]/[NH:10][C:7]3[N:6]=[CH:5][C:4]([C@@H:3]([N:12]4[CH2:16][CH2:15][C@H:14]([NH:17][C:18](=[O:24])[O:19][C:20]([CH3:22])([CH3:23])[CH3:21])[CH2:13]4)[C:2]([F:25])([F:1])[F:26])=[CH:9][CH:8]=3)=[N:37]2)=[CH:32][C:31]=1[F:42])[CH3:28]. (3) Given the reactants Br[C:2]1[CH:3]=[C:4]([NH:13][CH2:14][C:15]2[C:20]([CH3:21])=[CH:19][CH:18]=[CH:17][C:16]=2[CH3:22])[C:5]2[N:6]([C:8]([CH3:12])=[C:9]([CH3:11])[N:10]=2)[CH:7]=1.[CH3:23][O:24][C:25]1[CH:30]=[CH:29][CH:28]=[CH:27][C:26]=1B(O)O.CC(C)([O-:37])C.[K+].COCCOC, predict the reaction product. The product is: [CH:25]([OH:24])=[O:37].[CH3:22][C:16]1[CH:17]=[CH:18][CH:19]=[C:20]([CH3:21])[C:15]=1[CH2:14][NH:13][C:4]1[C:5]2[N:6]([C:8]([CH3:12])=[C:9]([CH3:11])[N:10]=2)[CH:7]=[C:2]([C:26]2[CH:27]=[CH:28][CH:29]=[CH:30][C:25]=2[O:24][CH3:23])[CH:3]=1. (4) Given the reactants [CH3:1][O:2][C:3](=[O:12])[C:4]1[CH:9]=[CH:8][C:7](N)=[C:6]([CH3:11])[CH:5]=1.S(=O)(=O)(O)[OH:14].N([O-])=O.[Na+].NC(N)=O, predict the reaction product. The product is: [CH3:1][O:2][C:3](=[O:12])[C:4]1[CH:9]=[CH:8][C:7]([OH:14])=[C:6]([CH3:11])[CH:5]=1. (5) Given the reactants [CH3:1][C:2]1(O)[CH2:7][CH2:6][CH2:5][CH2:4][CH2:3]1.[Br:9][C:10]1[CH:15]=[CH:14][C:13]([OH:16])=[CH:12][CH:11]=1.[CH2:17](Cl)Cl, predict the reaction product. The product is: [CH3:1][C:2]1([C:14]2[CH:15]=[C:10]([Br:9])[CH:11]=[CH:12][C:13]=2[O:16][CH3:17])[CH2:7][CH2:6][CH2:5][CH2:4][CH2:3]1.